This data is from NCI-60 drug combinations with 297,098 pairs across 59 cell lines. The task is: Regression. Given two drug SMILES strings and cell line genomic features, predict the synergy score measuring deviation from expected non-interaction effect. (1) Drug 1: CS(=O)(=O)CCNCC1=CC=C(O1)C2=CC3=C(C=C2)N=CN=C3NC4=CC(=C(C=C4)OCC5=CC(=CC=C5)F)Cl. Drug 2: CNC(=O)C1=NC=CC(=C1)OC2=CC=C(C=C2)NC(=O)NC3=CC(=C(C=C3)Cl)C(F)(F)F. Cell line: SNB-19. Synergy scores: CSS=1.85, Synergy_ZIP=-2.53, Synergy_Bliss=-3.37, Synergy_Loewe=-2.90, Synergy_HSA=-3.03. (2) Drug 1: C1=NC2=C(N=C(N=C2N1C3C(C(C(O3)CO)O)F)Cl)N. Drug 2: C1C(C(OC1N2C=NC3=C2NC=NCC3O)CO)O. Cell line: A549. Synergy scores: CSS=19.1, Synergy_ZIP=-3.14, Synergy_Bliss=0.823, Synergy_Loewe=-4.56, Synergy_HSA=1.71. (3) Synergy scores: CSS=3.51, Synergy_ZIP=-2.71, Synergy_Bliss=-2.85, Synergy_Loewe=-1.77, Synergy_HSA=-1.31. Drug 2: CC(C)NC(=O)C1=CC=C(C=C1)CNNC.Cl. Drug 1: CCC(=C(C1=CC=CC=C1)C2=CC=C(C=C2)OCCN(C)C)C3=CC=CC=C3.C(C(=O)O)C(CC(=O)O)(C(=O)O)O. Cell line: HCT-15. (4) Drug 1: CC1CCC2CC(C(=CC=CC=CC(CC(C(=O)C(C(C(=CC(C(=O)CC(OC(=O)C3CCCCN3C(=O)C(=O)C1(O2)O)C(C)CC4CCC(C(C4)OC)O)C)C)O)OC)C)C)C)OC. Drug 2: CC=C1C(=O)NC(C(=O)OC2CC(=O)NC(C(=O)NC(CSSCCC=C2)C(=O)N1)C(C)C)C(C)C. Cell line: NCI-H460. Synergy scores: CSS=17.1, Synergy_ZIP=-0.910, Synergy_Bliss=-1.11, Synergy_Loewe=-2.86, Synergy_HSA=0.459. (5) Drug 1: COC1=CC(=CC(=C1O)OC)C2C3C(COC3=O)C(C4=CC5=C(C=C24)OCO5)OC6C(C(C7C(O6)COC(O7)C8=CC=CS8)O)O. Drug 2: CC=C1C(=O)NC(C(=O)OC2CC(=O)NC(C(=O)NC(CSSCCC=C2)C(=O)N1)C(C)C)C(C)C. Cell line: UACC-257. Synergy scores: CSS=73.4, Synergy_ZIP=4.55, Synergy_Bliss=4.29, Synergy_Loewe=4.87, Synergy_HSA=7.16.